From a dataset of Reaction yield outcomes from USPTO patents with 853,638 reactions. Predict the reaction yield, written as a fraction of the theoretical maximum amount of product (1.0 means a 100% yield; for example, 0.34 means a 34% yield). The catalyst is C1COCC1. The reactants are Cl[C:2]1[N:11]2[N:12]=[C:13]([CH3:15])[N:14]=[C:10]2[C:9]2[CH:8]=[C:7]([F:16])[C:6]([F:17])=[CH:5][C:4]=2[N:3]=1.[CH3:18][N:19]1[CH2:24][CH2:23][NH:22][CH2:21][CH2:20]1.CCN(CC)CC.CN(C=O)C. The yield is 0.340. The product is [F:17][C:6]1[C:7]([F:16])=[CH:8][C:9]2[C:10]3[N:11]([N:12]=[C:13]([CH3:15])[N:14]=3)[C:2]([N:22]3[CH2:23][CH2:24][N:19]([CH3:18])[CH2:20][CH2:21]3)=[N:3][C:4]=2[CH:5]=1.